From a dataset of Full USPTO retrosynthesis dataset with 1.9M reactions from patents (1976-2016). Predict the reactants needed to synthesize the given product. (1) The reactants are: [F:1][C:2]1[CH:3]=[C:4]([CH:7]=[CH:8][C:9]=1[OH:10])[CH:5]=O.[CH3:11][O:12][CH2:13][CH2:14][O:15][CH2:16]Cl.[CH3:18][O:19][C:20]1[CH:21]=[C:22]([CH:26]=[CH:27][C:28]=1[O:29][CH3:30])[CH2:23][C:24]#[N:25]. Given the product [CH3:18][O:19][C:20]1[CH:21]=[C:22](/[C:23](=[CH:5]/[C:4]2[CH:7]=[CH:8][C:9]([O:10][CH2:11][O:12][CH2:13][CH2:14][O:15][CH3:16])=[C:2]([F:1])[CH:3]=2)/[C:24]#[N:25])[CH:26]=[CH:27][C:28]=1[O:29][CH3:30], predict the reactants needed to synthesize it. (2) Given the product [CH3:16][O:5][C:4](=[O:6])[C:3]1[CH:7]=[C:8]([O:14][CH3:15])[C:9]([N+:11]([O-:13])=[O:12])=[CH:10][C:2]=1[F:1], predict the reactants needed to synthesize it. The reactants are: [F:1][C:2]1[CH:10]=[C:9]([N+:11]([O-:13])=[O:12])[C:8]([O:14][CH3:15])=[CH:7][C:3]=1[C:4]([OH:6])=[O:5].[C:16]1(C)C=CC=CC=1.CO.C[Si](C=[N+]=[N-])(C)C. (3) Given the product [CH3:1][C:2]1[CH:15]=[C:5]2[C:6]([C@@H:10]3[CH2:12][C@H:11]3[CH2:13][NH:14][C:26]([CH:23]3[CH2:25][CH2:24]3)=[O:27])=[CH:7][CH:8]=[CH:9][N:4]2[N:3]=1, predict the reactants needed to synthesize it. The reactants are: [CH3:1][C:2]1[CH:15]=[C:5]2[C:6]([C@@H:10]3[CH2:12][C@H:11]3[CH2:13][NH2:14])=[CH:7][CH:8]=[CH:9][N:4]2[N:3]=1.C(N(CC)CC)C.[CH:23]1([C:26](Cl)=[O:27])[CH2:25][CH2:24]1. (4) Given the product [NH2:1][C:2](=[O:28])[CH2:3][N:4]1[CH:9]=[C:8]([C:10]([NH:12][CH2:13][C:14]2[CH:19]=[CH:18][C:17]([Cl:20])=[CH:16][CH:15]=2)=[O:11])[C:7](=[O:21])[C:6]2[S:22][C:23]([CH2:26][Cl:42])=[C:24]([CH3:25])[C:5]1=2, predict the reactants needed to synthesize it. The reactants are: [NH2:1][C:2](=[O:28])[CH2:3][N:4]1[CH:9]=[C:8]([C:10]([NH:12][CH2:13][C:14]2[CH:19]=[CH:18][C:17]([Cl:20])=[CH:16][CH:15]=2)=[O:11])[C:7](=[O:21])[C:6]2[S:22][C:23]([CH2:26]O)=[C:24]([CH3:25])[C:5]1=2.N1C(C)=CC(C)=CC=1C.CS([Cl:42])(=O)=O.O. (5) Given the product [Cl:11][C:9]1[C:10]2[C:2]([C:18]([O:20][CH2:21][CH3:22])=[O:19])=[CH:3][NH:4][C:5]=2[N:6]=[CH:7][N:8]=1, predict the reactants needed to synthesize it. The reactants are: Br[C:2]1[C:10]2[C:9]([Cl:11])=[N:8][CH:7]=[N:6][C:5]=2[NH:4][CH:3]=1.C([Li])CCC.Cl[C:18]([O:20][CH2:21][CH3:22])=[O:19].II. (6) Given the product [CH2:1]([NH:8][C:9]1[N:10]=[C:11]([CH3:25])[C:12]([OH:17])=[C:13]([CH3:16])[C:14]=1[CH3:15])[C:2]1[CH:3]=[CH:4][CH:5]=[CH:6][CH:7]=1, predict the reactants needed to synthesize it. The reactants are: [CH2:1]([NH:8][C:9]1[C:14]([CH3:15])=[C:13]([CH3:16])[C:12]([O:17]CC2C=CC=CC=2)=[C:11]([CH3:25])[N:10]=1)[C:2]1[CH:7]=[CH:6][CH:5]=[CH:4][CH:3]=1. (7) Given the product [Cl:15][C:12]1[CH:13]=[CH:14][C:9]([CH2:8][N:5]2[CH:6]=[N:7][C:2]([N:35]3[CH2:34][CH2:33][C:32]([B:27]4[O:28][C:29]([CH3:31])([CH3:30])[C:25]([CH3:38])([CH3:24])[O:26]4)=[CH:37][CH2:36]3)=[N:3][C:4]2=[O:16])=[CH:10][CH:11]=1, predict the reactants needed to synthesize it. The reactants are: Cl[C:2]1[N:7]=[CH:6][N:5]([CH2:8][C:9]2[CH:14]=[CH:13][C:12]([Cl:15])=[CH:11][CH:10]=2)[C:4](=[O:16])[N:3]=1.C(N(CC)CC)C.[CH3:24][C:25]1([CH3:38])[C:29]([CH3:31])([CH3:30])[O:28][B:27]([C:32]2[CH2:33][CH2:34][NH:35][CH2:36][CH:37]=2)[O:26]1.